From a dataset of Reaction yield outcomes from USPTO patents with 853,638 reactions. Predict the reaction yield, written as a fraction of the theoretical maximum amount of product (1.0 means a 100% yield; for example, 0.34 means a 34% yield). (1) The reactants are [C:1]([O:5][C:6](=[O:23])[CH2:7][C@@H:8]1[CH2:11][C@H:10]([C:12]([O:14][C@H](C2C=CC=CC=2)C)=[O:13])[CH2:9]1)([CH3:4])([CH3:3])[CH3:2]. The catalyst is CO.[C].[Pd]. The product is [C:1]([O:5][C:6](=[O:23])[CH2:7][C@@H:8]1[CH2:9][C@H:10]([C:12]([OH:14])=[O:13])[CH2:11]1)([CH3:4])([CH3:2])[CH3:3]. The yield is 0.990. (2) The reactants are [N+:1]([C:4]1[CH:9]=[CH:8][C:7]([C:10]([CH3:17])([CH3:16])[C:11]([O:13][CH2:14][CH3:15])=[O:12])=[CH:6][CH:5]=1)([O-])=O.C([O-])=O.[K+]. The catalyst is CCO.O.[Pd]. The product is [NH2:1][C:4]1[CH:5]=[CH:6][C:7]([C:10]([CH3:16])([CH3:17])[C:11]([O:13][CH2:14][CH3:15])=[O:12])=[CH:8][CH:9]=1. The yield is 0.850. (3) The reactants are [OH:1][C@H:2]1[CH2:19][CH2:18][C@@:17]2([CH3:20])[C@@H:4]([CH2:5][CH2:6][C@:7]3([CH3:46])[C@@H:16]2[CH2:15][CH2:14][C@H:13]2[C@@:8]3([CH3:45])[CH2:9][CH2:10][C@@:11]3([C:28]([N:30]4[CH2:35][CH2:34][CH:33]([O:36][CH2:37][CH2:38][N:39]5[CH2:44][CH2:43][O:42][CH2:41][CH2:40]5)[CH2:32][CH2:31]4)=[O:29])[CH2:23][CH2:22][C@@H:21]([C:24]4([CH3:27])[CH2:26][CH2:25]4)[C@@H:12]32)[C:3]1([CH3:48])[CH3:47].[CH3:49][C:50]1([CH3:57])[CH2:55][C:54](=[O:56])[O:53][C:51]1=[O:52].C1(C)C=CC=CC=1. The catalyst is ClCCl. The product is [CH3:49][C:50]([CH3:57])([CH2:55][C:54](=[O:56])[O:1][C@H:2]1[CH2:19][CH2:18][C@@:17]2([CH3:20])[C@@H:4]([CH2:5][CH2:6][C@:7]3([CH3:46])[C@@H:16]2[CH2:15][CH2:14][C@H:13]2[C@@:8]3([CH3:45])[CH2:9][CH2:10][C@@:11]3([C:28]([N:30]4[CH2:35][CH2:34][CH:33]([O:36][CH2:37][CH2:38][N:39]5[CH2:44][CH2:43][O:42][CH2:41][CH2:40]5)[CH2:32][CH2:31]4)=[O:29])[CH2:23][CH2:22][C@@H:21]([C:24]4([CH3:27])[CH2:25][CH2:26]4)[C@@H:12]32)[C:3]1([CH3:48])[CH3:47])[C:51]([OH:53])=[O:52]. The yield is 0.360. (4) The catalyst is O1CCOCC1. The reactants are CO[CH:3](OC)[N:4]([CH3:6])[CH3:5].[O:9]=[C:10]([C@H:16]1[CH2:20][CH2:19][CH2:18][O:17]1)[CH2:11][C:12]([O:14][CH3:15])=[O:13]. The product is [CH3:6][N:4]([CH3:5])/[CH:3]=[C:11](/[C:10]([C@H:16]1[CH2:20][CH2:19][CH2:18][O:17]1)=[O:9])\[C:12]([O:14][CH3:15])=[O:13]. The yield is 0.760. (5) The reactants are [CH3:1][O:2][C:3]1[S:4][CH:5]=[CH:6][CH:7]=1.[Li]CCCC.[C:13](=[O:15])=[O:14]. The catalyst is O1CCCC1. The product is [CH3:1][O:2][C:3]1[S:4][C:5]([C:13]([OH:15])=[O:14])=[CH:6][CH:7]=1. The yield is 0.910.